Dataset: Full USPTO retrosynthesis dataset with 1.9M reactions from patents (1976-2016). Task: Predict the reactants needed to synthesize the given product. (1) Given the product [CH3:16][N:17]([Si:19]([CH3:22])([CH3:21])[C:1]#[C:2][C:3]#[C:4][Si:19]([N:17]([CH3:18])[CH3:16])([CH3:22])[CH3:21])[CH3:18], predict the reactants needed to synthesize it. The reactants are: [CH2:1]([Li])[CH2:2][CH2:3][CH3:4].ClC(Cl)=C(Cl)C(Cl)=C(Cl)Cl.[CH3:16][N:17]([Si:19]([CH3:22])([CH3:21])Cl)[CH3:18]. (2) Given the product [Br:1][C:2]1[CH:7]=[C:6]([C:2]2[CH:7]=[CH:6][CH:5]=[CH:4][CH:3]=2)[CH:5]=[CH:4][CH:3]=1, predict the reactants needed to synthesize it. The reactants are: [Br:1][C:2]1[CH:7]=[CH:6][CH:5]=[CH:4][C:3]=1I.B(O)O.C(=O)(O)[O-].[Na+]. (3) Given the product [OH:38][CH2:37][CH2:36][CH2:35][NH:34][C:4]([C:6]1[C:7]2[S:15][CH:14]=[C:13]([CH2:16][O:17][C:18]3[CH:23]=[CH:22][CH:21]=[C:20]([NH:24][C:25](=[O:33])[C:26]4[CH:31]=[CH:30][C:29]([Cl:32])=[CH:28][CH:27]=4)[CH:19]=3)[C:8]=2[C:9]([NH2:12])=[N:10][CH:11]=1)=[O:5], predict the reactants needed to synthesize it. The reactants are: C(O[C:4]([C:6]1[C:7]2[S:15][CH:14]=[C:13]([CH2:16][O:17][C:18]3[CH:23]=[CH:22][CH:21]=[C:20]([NH:24][C:25](=[O:33])[C:26]4[CH:31]=[CH:30][C:29]([Cl:32])=[CH:28][CH:27]=4)[CH:19]=3)[C:8]=2[C:9]([NH2:12])=[N:10][CH:11]=1)=[O:5])C.[NH2:34][CH2:35][CH2:36][CH2:37][OH:38].